This data is from Forward reaction prediction with 1.9M reactions from USPTO patents (1976-2016). The task is: Predict the product of the given reaction. (1) Given the reactants [C:1]([O:5][C:6]([N:8]1[CH2:15][CH2:14][CH2:13][C@H:9]1[C:10]([OH:12])=[O:11])=[O:7])([CH3:4])([CH3:3])[CH3:2].CCN(C(C)C)C(C)C.Br[CH2:26][C:27]([C:29]1[CH:34]=[CH:33][C:32]([CH3:35])=[CH:31][CH:30]=1)=[O:28], predict the reaction product. The product is: [N:8]1([C:6]([O:5][C:1]([CH3:4])([CH3:2])[CH3:3])=[O:7])[CH2:15][CH2:14][CH2:13][C@H:9]1[C:10]([O:12][CH2:26][C:27](=[O:28])[C:29]1[CH:34]=[CH:33][C:32]([CH3:35])=[CH:31][CH:30]=1)=[O:11]. (2) Given the reactants [C:1]([C:4]1[N:5]([CH2:19][C:20]2[CH:25]=[CH:24][CH:23]=[CH:22][CH:21]=2)[C:6]2[C:11]([CH:12]=1)=[C:10]([O:13][CH3:14])[CH:9]=[C:8]1[CH2:15][CH2:16][CH2:17][CH2:18][C:7]=21)(=[O:3])[CH3:2].[BH4-].[Na+].C(O)(=O)CC(CC(O)=O)(C(O)=O)O, predict the reaction product. The product is: [CH2:19]([N:5]1[C:6]2[C:11](=[C:10]([O:13][CH3:14])[CH:9]=[C:8]3[CH2:15][CH2:16][CH2:17][CH2:18][C:7]3=2)[CH:12]=[C:4]1[CH:1]([OH:3])[CH3:2])[C:20]1[CH:21]=[CH:22][CH:23]=[CH:24][CH:25]=1. (3) Given the reactants Br[C:2]1[CH:3]=[C:4]([NH:8][C:9](=[O:23])[C:10]2[CH:15]=[CH:14][C:13]([CH2:16][N:17]3[CH2:22][CH2:21][CH2:20][CH2:19][CH2:18]3)=[CH:12][CH:11]=2)[CH:5]=[CH:6][CH:7]=1.[Cl:24][C:25]1[C:26]([F:38])=[C:27]([C:31]2[CH:36]=[CH:35][N:34]=[C:33]([NH2:37])[N:32]=2)[CH:28]=[CH:29][CH:30]=1.CC1(C)C2C(=C(P(C3C=CC=CC=3)C3C=CC=CC=3)C=CC=2)OC2C(P(C3C=CC=CC=3)C3C=CC=CC=3)=CC=CC1=2, predict the reaction product. The product is: [Cl:24][C:25]1[C:26]([F:38])=[C:27]([C:31]2[CH:36]=[CH:35][N:34]=[C:33]([NH:37][C:2]3[CH:3]=[C:4]([NH:8][C:9](=[O:23])[C:10]4[CH:15]=[CH:14][C:13]([CH2:16][N:17]5[CH2:22][CH2:21][CH2:20][CH2:19][CH2:18]5)=[CH:12][CH:11]=4)[CH:5]=[CH:6][CH:7]=3)[N:32]=2)[CH:28]=[CH:29][CH:30]=1. (4) Given the reactants [Br:1][CH:2]1[C:7](=O)[C:6]([Br:9])=[CH:5][N:4]=[CH:3]1.P(Cl)(Cl)(Cl)(Cl)[Cl:11], predict the reaction product. The product is: [Br:1][C:2]1[CH:3]=[N:4][CH:5]=[C:6]([Br:9])[C:7]=1[Cl:11]. (5) The product is: [Br:7][C:5]1[N:6]=[C:2]([C:8]([CH3:10])=[CH2:9])[S:3][CH:4]=1. Given the reactants Br[C:2]1[S:3][CH:4]=[C:5]([Br:7])[N:6]=1.[C:8](B(O)O)([CH3:10])=[CH2:9].COCCOC.C([O-])([O-])=O.[Na+].[Na+], predict the reaction product. (6) The product is: [F:1][C:2]1([F:8])[CH2:4][CH:3]1[C:5]([NH:52][C:49]1[CH:50]=[C:51]2[C:46](=[CH:47][CH:48]=1)[N:45]([CH:53]1[CH2:58][CH2:57][CH2:56][CH2:55][O:54]1)[N:44]=[C:43]2[C:41]1[NH:42][C:38]2[CH:37]=[CH:36][C:35]([CH2:34][N:31]3[CH2:32][CH2:33][O:28][CH2:29][CH2:30]3)=[CH:59][C:39]=2[N:40]=1)=[O:6]. Given the reactants [F:1][C:2]1([F:8])[CH2:4][CH:3]1[C:5](O)=[O:6].C1C=CC2N(O)N=NC=2C=1.C(Cl)CCl.C(=O)(O)[O-].[Na+].[O:28]1[CH2:33][CH2:32][N:31]([CH2:34][C:35]2[CH:36]=[CH:37][C:38]3[N:42]=[C:41]([C:43]4[C:51]5[C:46](=[CH:47][CH:48]=[C:49]([NH2:52])[CH:50]=5)[N:45]([CH:53]5[CH2:58][CH2:57][CH2:56][CH2:55][O:54]5)[N:44]=4)[NH:40][C:39]=3[CH:59]=2)[CH2:30][CH2:29]1, predict the reaction product. (7) Given the reactants Br[C:2]1[CH:7]=[CH:6][CH:5]=[C:4]([F:8])[N:3]=1.[CH3:9][C:10]1([CH3:26])[C:14]([CH3:16])([CH3:15])[O:13][B:12]([B:12]2[O:13][C:14]([CH3:16])([CH3:15])[C:10]([CH3:26])([CH3:9])[O:11]2)[O:11]1.C([O-])(=O)C.[K+], predict the reaction product. The product is: [F:8][C:4]1[CH:5]=[CH:6][CH:7]=[C:2]([B:12]2[O:13][C:14]([CH3:16])([CH3:15])[C:10]([CH3:26])([CH3:9])[O:11]2)[N:3]=1.